Dataset: Catalyst prediction with 721,799 reactions and 888 catalyst types from USPTO. Task: Predict which catalyst facilitates the given reaction. (1) Reactant: O[CH2:2][C:3]1([CH3:17])[CH2:5][CH:4]1[C:6]1[C:11]([O:12][CH2:13][O:14][CH3:15])=[CH:10][CH:9]=[CH:8][C:7]=1[OH:16].C1(P(C2C=CC=CC=2)C2C=CC=CC=2)C=CC=CC=1.N(/C(OC(C)C)=O)=N\C(OC(C)C)=O. Product: [CH3:2][C:3]12[CH2:5][CH:4]1[C:6]1[C:11]([O:12][CH2:13][O:14][CH3:15])=[CH:10][CH:9]=[CH:8][C:7]=1[O:16][CH2:17]2. The catalyst class is: 7. (2) Reactant: C(=O)([O-])[O-].[K+].[K+].[C:7]([O:14][CH3:15])(=[O:13])[CH2:8][C:9]([O:11][CH3:12])=[O:10].[CH:16]([C:18]([CH3:20])=[O:19])=[CH2:17].CC(OC)(C)C. Product: [CH3:12][O:11][C:9](=[O:10])[CH:8]([CH2:17][CH2:16][C:18](=[O:19])[CH3:20])[C:7]([O:14][CH3:15])=[O:13]. The catalyst class is: 6. (3) Reactant: Cl.[CH:2]1([C:5]2[N:9]([CH3:10])[C:8]3[CH:11]=[C:12]([N:15]4[CH:20]=[CH:19][C:18]([O:21][CH2:22][C:23](=[NH:25])[NH2:24])=[CH:17][C:16]4=[O:26])[CH:13]=[CH:14][C:7]=3[N:6]=2)[CH2:4][CH2:3]1.F[P-](F)(F)(F)(F)F.[Cl:34][C:35](=[CH:40]N(C)C)[CH:36]=[N+](C)C.C[O-].[Na+]. Product: [Cl:34][C:35]1[CH:36]=[N:25][C:23]([CH2:22][O:21][C:18]2[CH:19]=[CH:20][N:15]([C:12]3[CH:13]=[CH:14][C:7]4[N:6]=[C:5]([CH:2]5[CH2:4][CH2:3]5)[N:9]([CH3:10])[C:8]=4[CH:11]=3)[C:16](=[O:26])[CH:17]=2)=[N:24][CH:40]=1. The catalyst class is: 5. (4) Reactant: CC(C)([O-])C.[Na+].[CH3:7][O:8][C:9]1[CH:10]=[C:11]2[C:16](=[CH:17][C:18]=1[O:19][CH3:20])[N:15]=[CH:14][CH:13]=[C:12]2[O:21][C:22]1[CH:30]=[C:29]2[C:25]([C:26]([NH2:32])=[N:27][N:28]2[CH3:31])=[CH:24][CH:23]=1.Br[C:34]1[CH:39]=[CH:38][CH:37]=[CH:36][CH:35]=1. Product: [CH3:7][O:8][C:9]1[CH:10]=[C:11]2[C:16](=[CH:17][C:18]=1[O:19][CH3:20])[N:15]=[CH:14][CH:13]=[C:12]2[O:21][C:22]1[CH:30]=[C:29]2[C:25]([C:26]([NH:32][C:34]3[CH:39]=[CH:38][CH:37]=[CH:36][CH:35]=3)=[N:27][N:28]2[CH3:31])=[CH:24][CH:23]=1. The catalyst class is: 101. (5) Reactant: Br[C:2]1[CH:3]=[N:4][S:5][CH:6]=1.[CH3:7][O:8][C:9]1[N:14]=[C:13]([O:15][CH3:16])[C:12](B(O)O)=[CH:11][N:10]=1.C([O-])(O)=O.[Na+]. Product: [S:5]1[CH:6]=[C:2]([C:12]2[C:13]([O:15][CH3:16])=[N:14][C:9]([O:8][CH3:7])=[N:10][CH:11]=2)[CH:3]=[N:4]1. The catalyst class is: 149. (6) Reactant: Br[CH2:2][CH:3]1[CH2:5][CH2:4]1.C(=O)([O-])[O-].[K+].[K+].[N:12]1([C:19]([O:21][C:22]([CH3:25])([CH3:24])[CH3:23])=[O:20])[CH2:18][CH2:17][CH2:16][NH:15][CH2:14][CH2:13]1. Product: [CH:5]1([CH2:4][N:15]2[CH2:16][CH2:17][CH2:18][N:12]([C:19]([O:21][C:22]([CH3:25])([CH3:24])[CH3:23])=[O:20])[CH2:13][CH2:14]2)[CH2:3][CH2:2]1. The catalyst class is: 10. (7) Reactant: C(NC(C)C)(C)C.[Li]CCCC.[CH:13]1[CH:14]=[C:15]([N:21]2[CH2:26][CH2:25][N:24]([CH2:27][CH2:28][CH2:29][CH2:30][O:31][C:32]3[CH:33]=[CH:34][C:35]4[CH2:42][CH2:41][C:39](=[O:40])[NH:38][C:36]=4[CH:37]=3)[CH2:23][CH2:22]2)[C:16]([Cl:20])=[C:17]([Cl:19])[CH:18]=1.[CH2:43]([O:49][C:50](Cl)=[O:51])[CH2:44][CH2:45][CH2:46][CH2:47][CH3:48]. Product: [Cl:20][C:16]1[C:17]([Cl:19])=[CH:18][CH:13]=[CH:14][C:15]=1[N:21]1[CH2:26][CH2:25][N:24]([CH2:27][CH2:28][CH2:29][CH2:30][O:31][C:32]2[CH:37]=[C:36]3[C:35]([CH2:42][CH2:41][C:39](=[O:40])[N:38]3[C:50]([O:49][CH2:43][CH2:44][CH2:45][CH2:46][CH2:47][CH3:48])=[O:51])=[CH:34][CH:33]=2)[CH2:23][CH2:22]1. The catalyst class is: 504. (8) The catalyst class is: 41. Reactant: Cl[C:2]1[N:7]=[C:6]([O:8][CH3:9])[CH:5]=[CH:4][N:3]=1.[NH2:10][C:11]1[CH:16]=[CH:15][CH:14]=[CH:13][CH:12]=1.CCN(C(C)C)C(C)C. Product: [CH3:9][O:8][C:6]1[CH:5]=[CH:4][N:3]=[C:2]([NH:10][C:11]2[CH:16]=[CH:15][CH:14]=[CH:13][CH:12]=2)[N:7]=1. (9) Reactant: [CH2:1]([C:4]1[NH:5][C:6]2[C:11]([CH:12]=1)=[C:10]([C:13]([F:16])([F:15])[F:14])[C:9]([C:17]#[N:18])=[CH:8][CH:7]=2)[CH2:2][CH3:3].[F:19][C:20]([F:39])([F:38])[C:21]1[CH:22]=[C:23]([C:31]2[O:35][N:34]=[C:33]([CH2:36]Cl)[N:32]=2)[CH:24]=[C:25]([C:27]([F:30])([F:29])[F:28])[CH:26]=1.C([O-])([O-])=O.[Cs+].[Cs+].CC#N. Product: [F:39][C:20]([F:19])([F:38])[C:21]1[CH:22]=[C:23]([C:31]2[O:35][N:34]=[C:33]([CH2:36][N:5]3[C:6]4[C:11](=[C:10]([C:13]([F:15])([F:16])[F:14])[C:9]([C:17]#[N:18])=[CH:8][CH:7]=4)[CH:12]=[C:4]3[CH2:1][CH2:2][CH3:3])[N:32]=2)[CH:24]=[C:25]([C:27]([F:29])([F:28])[F:30])[CH:26]=1. The catalyst class is: 25. (10) Reactant: [H-].[Na+].Cl[C:4]1[C:5]([CH3:15])=[C:6]([CH3:14])[C:7]2[N:8]([C:10]([NH2:13])=[N:11][N:12]=2)[N:9]=1.[CH2:16]([OH:19])[CH2:17][CH3:18]. Product: [CH3:15][C:5]1[C:4]([O:19][CH2:16][CH2:17][CH3:18])=[N:9][N:8]2[C:10]([NH2:13])=[N:11][N:12]=[C:7]2[C:6]=1[CH3:14]. The catalyst class is: 3.